This data is from Reaction yield outcomes from USPTO patents with 853,638 reactions. The task is: Predict the reaction yield, written as a fraction of the theoretical maximum amount of product (1.0 means a 100% yield; for example, 0.34 means a 34% yield). (1) The reactants are [F:1][C:2]1[C:21]([NH:22][C:23]([NH:25][C:26]2[CH:27]=[N:28][C:29]([CH3:32])=[CH:30][CH:31]=2)=[O:24])=[CH:20][CH:19]=[CH:18][C:3]=1[CH2:4][N:5]1[CH2:10][CH2:9][N:8](C(OC(C)(C)C)=O)[CH2:7][CH2:6]1.Cl.[CH3:34][S:35](Cl)(=[O:37])=[O:36].CCN(C(C)C)C(C)C. The catalyst is CO. The product is [F:1][C:2]1[C:3]([CH2:4][N:5]2[CH2:10][CH2:9][N:8]([S:35]([CH3:34])(=[O:37])=[O:36])[CH2:7][CH2:6]2)=[CH:18][CH:19]=[CH:20][C:21]=1[NH:22][C:23]([NH:25][C:26]1[CH:27]=[N:28][C:29]([CH3:32])=[CH:30][CH:31]=1)=[O:24]. The yield is 0.760. (2) The reactants are C([O:4][CH2:5][C:6]1[C:7]([N:30]2[CH2:42][CH2:41][N:33]3[C:34]4[CH2:35][CH2:36][CH2:37][CH2:38][C:39]=4[CH:40]=[C:32]3[C:31]2=[O:43])=[N:8][CH:9]=[CH:10][C:11]=1[C:12]1[CH:17]=[C:16]([NH:18][C:19]2[N:24]=[C:23]3[N:25]=[CH:26][NH:27][C:22]3=[CH:21][CH:20]=2)[C:15](=[O:28])[N:14]([CH3:29])[CH:13]=1)(=O)C.[OH-].[Li+]. The catalyst is C(O)(C)C.C1COCC1.O. The product is [OH:4][CH2:5][C:6]1[C:7]([N:30]2[CH2:42][CH2:41][N:33]3[C:34]4[CH2:35][CH2:36][CH2:37][CH2:38][C:39]=4[CH:40]=[C:32]3[C:31]2=[O:43])=[N:8][CH:9]=[CH:10][C:11]=1[C:12]1[CH:17]=[C:16]([NH:18][C:19]2[N:24]=[C:23]3[N:25]=[CH:26][NH:27][C:22]3=[CH:21][CH:20]=2)[C:15](=[O:28])[N:14]([CH3:29])[CH:13]=1. The yield is 0.400. (3) The product is [CH3:6][O:7][C:8]1[CH:13]=[CH:12][C:11]([N:1]2[CH:5]=[CH:4][CH:3]=[N:2]2)=[CH:10][CH:9]=1. The catalyst is C(Cl)Cl.C([O-])(=O)C.[Cu+2].C([O-])(=O)C. The yield is 0.620. The reactants are [NH:1]1[CH:5]=[CH:4][CH:3]=[N:2]1.[CH3:6][O:7][C:8]1[CH:13]=[CH:12][C:11](B(O)O)=[CH:10][CH:9]=1.N1C=CC=CC=1. (4) The reactants are [CH3:1][C:2]1([CH3:14])[S:6][C:5]2[CH:7]=[C:8]([C:11](=O)[CH3:12])[CH:9]=[CH:10][C:4]=2[O:3]1.[NH2:15][CH2:16][C:17]1[CH:22]=[CH:21][CH:20]=[CH:19][N:18]=1.O.C1(C)C=CC(S(O)(=O)=O)=CC=1. No catalyst specified. The product is [CH3:1][C:2]1([CH3:14])[S:6][C:5]2[CH:7]=[C:8]([CH:11]([NH:15][CH2:16][C:17]3[CH:22]=[CH:21][CH:20]=[CH:19][N:18]=3)[CH3:12])[CH:9]=[CH:10][C:4]=2[O:3]1. The yield is 0.860. (5) The reactants are [Si]([O:8][CH2:9][CH2:10][C:11]1[CH:12]=[N:13][N:14]([C:25]2[CH:30]=[C:29]([C:31]#[N:32])[CH:28]=[CH:27][N:26]=2)[C:15]=1[O:16][CH2:17][C:18]1[CH:23]=[CH:22][C:21]([F:24])=[CH:20][CH:19]=1)(C(C)(C)C)(C)C.Cl.C(OCC)(=O)C.C([O-])(O)=O.[Na+]. The catalyst is C1COCC1.O. The product is [F:24][C:21]1[CH:22]=[CH:23][C:18]([CH2:17][O:16][C:15]2[N:14]([C:25]3[CH:30]=[C:29]([C:31]#[N:32])[CH:28]=[CH:27][N:26]=3)[N:13]=[CH:12][C:11]=2[CH2:10][CH2:9][OH:8])=[CH:19][CH:20]=1. The yield is 0.910. (6) The reactants are [Cl:1][C:2]1[C:3]([O:12][C:13]2[CH:18]=[C:17]([O:19][CH2:20][CH2:21][O:22][CH3:23])[CH:16]=[CH:15][C:14]=2/[CH:24]=[CH:25]\[C:26]([O:28]CC)=[O:27])=[N:4][CH:5]=[C:6]([C:8]([F:11])([F:10])[F:9])[CH:7]=1.O.[OH-].[Li+].Cl. The catalyst is O1CCCC1.C(O)C.O.C(OCC)(=O)C. The product is [Cl:1][C:2]1[C:3]([O:12][C:13]2[CH:18]=[C:17]([O:19][CH2:20][CH2:21][O:22][CH3:23])[CH:16]=[CH:15][C:14]=2/[CH:24]=[CH:25]\[C:26]([OH:28])=[O:27])=[N:4][CH:5]=[C:6]([C:8]([F:9])([F:11])[F:10])[CH:7]=1. The yield is 0.740. (7) The reactants are [H-].[H-].[H-].[H-].[Li+].[Al+3].[OH:7][C:8]1[CH:13]=[CH:12][C:11]([C:14]([C:32]2[CH:37]=[CH:36][C:35]([OH:38])=[CH:34][CH:33]=2)=[C:15]([C:19]2[CH:24]=[CH:23][C:22]([O:25][CH2:26][C:27](OCC)=[O:28])=[CH:21][CH:20]=2)[CH2:16][CH2:17][CH3:18])=[CH:10][CH:9]=1. The catalyst is C1COCC1. The product is [OH:28][CH2:27][CH2:26][O:25][C:22]1[CH:21]=[CH:20][C:19]([C:15]([CH2:16][CH2:17][CH3:18])=[C:14]([C:11]2[CH:10]=[CH:9][C:8]([OH:7])=[CH:13][CH:12]=2)[C:32]2[CH:37]=[CH:36][C:35]([OH:38])=[CH:34][CH:33]=2)=[CH:24][CH:23]=1. The yield is 0.840. (8) The reactants are [Cl:1][C:2]1[N:7]=[C:6](Cl)[CH:5]=[CH:4][N:3]=1.[CH3:9][O:10][C:11]1[CH:12]=[C:13]2[C:18](=[CH:19][CH:20]=1)[NH:17][CH2:16][CH2:15][CH2:14]2.C(N(C(C)C)CC)(C)C. The catalyst is C(O)CCC. The product is [Cl:1][C:2]1[N:7]=[C:6]([N:17]2[C:18]3[C:13](=[CH:12][C:11]([O:10][CH3:9])=[CH:20][CH:19]=3)[CH2:14][CH2:15][CH2:16]2)[CH:5]=[CH:4][N:3]=1. The yield is 0.800.